This data is from Full USPTO retrosynthesis dataset with 1.9M reactions from patents (1976-2016). The task is: Predict the reactants needed to synthesize the given product. (1) Given the product [OH:39][CH:38]([C:40]1[CH:45]=[CH:44][CH:43]=[C:42]([OH:46])[CH:41]=1)[CH2:37][NH:36][C:16]([C@@H:9]1[CH2:10][C:11](=[N:13][O:14][CH3:15])[CH2:12][N:8]1[C:6]([C:30]1[CH:29]=[CH:28][C:27]([C:22]2[CH:23]=[CH:24][C:25]([Cl:26])=[C:20]([Cl:19])[CH:21]=2)=[CH:32][CH:31]=1)=[O:7])=[O:18], predict the reactants needed to synthesize it. The reactants are: C(O[C:6]([N:8]1[CH2:12][C:11](=[N:13][O:14][CH3:15])[CH2:10][C@H:9]1[C:16]([OH:18])=O)=[O:7])(C)(C)C.[Cl:19][C:20]1[CH:21]=[C:22]([C:27]2[CH:32]=[CH:31][C:30](C(O)=O)=[CH:29][CH:28]=2)[CH:23]=[CH:24][C:25]=1[Cl:26].[NH2:36][CH2:37][CH:38]([C:40]1[CH:41]=[C:42]([OH:46])[CH:43]=[CH:44][CH:45]=1)[OH:39]. (2) Given the product [C:50]([O:49][C:47](=[O:48])[NH:13][C@H:14]([C:18]([N:20]1[CH2:25][CH2:24][N:23]([CH2:40][C:71]2[CH:76]=[CH:75][CH:74]=[CH:73][CH:72]=2)[CH2:22][C@H:21]1[C:26](=[O:27])[NH:28][C@H:29]1[C:38]2[C:33](=[CH:34][CH:35]=[CH:36][CH:37]=2)[CH2:32][CH2:31][CH2:30]1)=[O:19])[CH:15]([CH3:17])[CH3:16])([CH3:51])([CH3:52])[CH3:53], predict the reactants needed to synthesize it. The reactants are: CN([C@@H](C)C([NH:13][C@H:14]([C:18]([N:20]1[CH2:25][CH2:24][NH:23][CH2:22][C@H:21]1[C:26]([NH:28][C@H:29]1[C:38]2[C:33](=[CH:34][CH:35]=[CH:36][CH:37]=2)[CH2:32][CH2:31][CH2:30]1)=[O:27])=[O:19])[CH:15]([CH3:17])[CH3:16])=O)C(=O)OC(C)(C)C.[CH:40](NC(C)C)(C)C.[C:47](N[C@H](C(O)=O)C(C)C)([O:49][C:50]([CH3:53])([CH3:52])[CH3:51])=[O:48].CN(C(ON1N=N[C:72]2[CH:73]=[CH:74][CH:75]=[CH:76][C:71]1=2)=[N+](C)C)C.F[P-](F)(F)(F)(F)F.C1C=CC2N(O)N=NC=2C=1. (3) Given the product [Br:1][C:2]1[S:6][CH:5]=[C:4]([C:7]2([NH:10][C:11](=[O:12])[O:22][CH:23]3[CH:28]4[CH2:27][CH2:26][N:25]([CH2:30][CH2:29]4)[CH2:24]3)[CH2:9][CH2:8]2)[CH:3]=1, predict the reactants needed to synthesize it. The reactants are: [Br:1][C:2]1[S:6][CH:5]=[C:4]([C:7]([NH2:10])([CH3:9])[CH3:8])[CH:3]=1.[C:11](=O)([O:22][CH:23]1[CH:28]2[CH2:29][CH2:30][N:25]([CH2:26][CH2:27]2)[CH2:24]1)[O:12]C1C=CC([N+]([O-])=O)=CC=1. (4) Given the product [NH2:1][C:2]1[CH:3]=[C:4]2[C:5]([C:14]([C:15]3[CH:20]=[C:19]([O:21][CH3:22])[CH:18]=[C:17]([O:23][CH3:24])[CH:16]=3)=[C:13]([C:25]#[N:26])[C:12](=[O:11])[O:8]2)=[CH:6][CH:7]=1, predict the reactants needed to synthesize it. The reactants are: [NH2:1][C:2]1[CH:3]=[C:4]([OH:8])[CH:5]=[CH:6][CH:7]=1.C([O:11][C:12](=O)[C:13]([C:25]#[N:26])=[CH:14][C:15]1[CH:20]=[C:19]([O:21][CH3:22])[CH:18]=[C:17]([O:23][CH3:24])[CH:16]=1)C. (5) The reactants are: [CH:1]([C:4]1[CH:18]=[C:17]([O:19][CH3:20])[C:16]([C:21]#[C:22][Si](C)(C)C)=[CH:15][C:5]=1[O:6][C:7]1[C:8]([NH2:14])=[N:9][C:10]([NH2:13])=[N:11][CH:12]=1)([CH3:3])[CH3:2].[F-].[Cs+].C1COCC1. Given the product [C:21]([C:16]1[C:17]([O:19][CH3:20])=[CH:18][C:4]([CH:1]([CH3:2])[CH3:3])=[C:5]([CH:15]=1)[O:6][C:7]1[C:8]([NH2:14])=[N:9][C:10]([NH2:13])=[N:11][CH:12]=1)#[CH:22], predict the reactants needed to synthesize it. (6) Given the product [N:1]([C:4]1[CH:5]=[CH:6][C:7]([O:8][CH3:9])=[CH:16][C:17]=1[CH3:18])=[C:2]=[S:3], predict the reactants needed to synthesize it. The reactants are: [N:1]([C:4]1[CH:17]=[CH:16][C:7]([O:8][CH2:9]CN2CCCC2)=[CH:6][CH:5]=1)=[C:2]=[S:3].[CH3:18]OC1C=CC(N)=C(C)C=1. (7) Given the product [CH3:37][CH:36]([S:39]([NH:1][CH2:2][CH2:3][N:4]1[CH2:5][CH2:6][CH:7]([CH2:10][NH:11][C:12](=[O:27])[C:13]2[CH:18]=[C:17]([C:19]([F:21])([F:22])[F:20])[CH:16]=[C:15]([C:23]([F:24])([F:25])[F:26])[CH:14]=2)[CH2:8][CH2:9]1)(=[O:41])=[O:40])[CH3:38], predict the reactants needed to synthesize it. The reactants are: [NH2:1][CH2:2][CH2:3][N:4]1[CH2:9][CH2:8][CH:7]([CH2:10][NH:11][C:12](=[O:27])[C:13]2[CH:18]=[C:17]([C:19]([F:22])([F:21])[F:20])[CH:16]=[C:15]([C:23]([F:26])([F:25])[F:24])[CH:14]=2)[CH2:6][CH2:5]1.N1C(C)=CC=CC=1C.[CH:36]([S:39](Cl)(=[O:41])=[O:40])([CH3:38])[CH3:37].C([O-])(O)=O.[Na+]. (8) Given the product [OH:41][CH:40]([C:42]1[CH:43]=[CH:44][C:45]([C:48]2[N:52]=[C:51]([C:53]3[C:57]([CH2:58][CH2:59][CH3:60])=[C:56]([C:61]4[CH:62]=[CH:63][CH:64]=[CH:65][CH:66]=4)[O:55][N:54]=3)[O:50][N:49]=2)=[CH:46][CH:47]=1)[CH2:6][N:8]1[CH2:13][CH2:12][CH2:11][C@@H:10]([C:14]([OH:16])=[O:15])[CH2:9]1, predict the reactants needed to synthesize it. The reactants are: C(O[C:6]([N:8]1[CH2:13][CH2:12][CH2:11][C@@H:10]([C:14]([OH:16])=[O:15])[CH2:9]1)=O)(C)(C)C.C(O)(C(F)(F)F)=O.C(Cl)Cl.C1CCN2C(=NCCC2)CC1.BrC[CH:40]([C:42]1[CH:47]=[CH:46][C:45]([C:48]2[N:52]=[C:51]([C:53]3[C:57]([CH2:58][CH2:59][CH3:60])=[C:56]([C:61]4[CH:66]=[CH:65][CH:64]=[CH:63][CH:62]=4)[O:55][N:54]=3)[O:50][N:49]=2)=[CH:44][CH:43]=1)[OH:41]. (9) Given the product [Br:24][C:25]1[C:26]([C:32]2[S:33][C:34]([Cl:38])=[CH:35][C:36]=2[Br:37])=[N:27][C:28]([NH:1][CH2:2][CH2:3][N:4]2[C:8]([CH3:9])([CH3:10])[C:7](=[O:11])[NH:6][C:5]2=[O:12])=[N:29][CH:30]=1, predict the reactants needed to synthesize it. The reactants are: [NH2:1][CH2:2][CH2:3][N:4]1[C:8]([CH3:10])([CH3:9])[C:7](=[O:11])[NH:6][C:5]1=[O:12].CO.C(N(CC)C(C)C)(C)C.[Br:24][C:25]1[C:26]([C:32]2[S:33][C:34]([Cl:38])=[CH:35][C:36]=2[Br:37])=[N:27][C:28](Cl)=[N:29][CH:30]=1. (10) Given the product [NH2:1][C:2]1[N:7]=[C:6]([NH:8][C:9]2[CH:14]=[CH:13][C:12]([O:15][C:16]3[CH:17]=[C:18]4[C:22](=[CH:23][CH:24]=3)[NH:21][N:20]=[CH:19]4)=[C:11]([F:25])[CH:10]=2)[CH:5]=[C:4]([C:27]2[CH:32]=[CH:31][CH:30]=[CH:29][CH:28]=2)[N:3]=1, predict the reactants needed to synthesize it. The reactants are: [NH2:1][C:2]1[N:7]=[C:6]([NH:8][C:9]2[CH:14]=[CH:13][C:12]([O:15][C:16]3[CH:17]=[C:18]4[C:22](=[CH:23][CH:24]=3)[NH:21][N:20]=[CH:19]4)=[C:11]([F:25])[CH:10]=2)[CH:5]=[C:4](Cl)[N:3]=1.[C:27]1(B(O)O)[CH:32]=[CH:31][CH:30]=[CH:29][CH:28]=1.C(=O)([O-])[O-].[Na+].[Na+].